From a dataset of Reaction yield outcomes from USPTO patents with 853,638 reactions. Predict the reaction yield, written as a fraction of the theoretical maximum amount of product (1.0 means a 100% yield; for example, 0.34 means a 34% yield). (1) The reactants are [Br:1][C:2]1[CH:3]=[CH:4][C:5]([NH:8][NH2:9])=[N:6][CH:7]=1.[C:10](Cl)(=O)[CH2:11][CH:12]([CH3:14])[CH3:13]. The catalyst is CCCCCCC. The product is [Br:1][C:2]1[CH:3]=[CH:4][C:5]2[N:6]([C:10]([CH2:11][CH:12]([CH3:14])[CH3:13])=[N:9][N:8]=2)[CH:7]=1. The yield is 0.650. (2) The reactants are C([O:9][CH2:10][C@:11]12[CH2:49][CH2:48][C@@H:47]([C:50]([CH3:52])=[CH2:51])[C@@H:12]1[C@@H:13]1[C@@:26]([CH3:29])([CH2:27][CH2:28]2)[C@@:25]2([CH3:30])[C@@H:16]([C@:17]3([CH3:46])[C@@H:22]([CH2:23][CH2:24]2)[C:21]([CH3:32])([CH3:31])[C:20]([C:33]2[CH:45]=[CH:44][C:36]([C:37]([O:39]C(C)(C)C)=[O:38])=[CH:35][CH:34]=2)=[CH:19][CH2:18]3)[CH2:15][CH2:14]1)(=O)C1C=CC=CC=1.[OH-].[Li+]. The catalyst is O1CCOCC1.O. The product is [OH:9][CH2:10][C@:11]12[CH2:49][CH2:48][C@@H:47]([C:50]([CH3:52])=[CH2:51])[C@@H:12]1[C@@H:13]1[C@@:26]([CH3:29])([CH2:27][CH2:28]2)[C@@:25]2([CH3:30])[C@@H:16]([C@:17]3([CH3:46])[C@@H:22]([CH2:23][CH2:24]2)[C:21]([CH3:32])([CH3:31])[C:20]([C:33]2[CH:45]=[CH:44][C:36]([C:37]([OH:39])=[O:38])=[CH:35][CH:34]=2)=[CH:19][CH2:18]3)[CH2:15][CH2:14]1. The yield is 0.395. (3) The reactants are [Al].[CH2:2](Br)[C:3]#[CH:4].[O:6]1[CH2:11][CH2:10][CH2:9][O:8][CH:7]1[C:12]1[CH:13]=[C:14]([C:18]([CH3:27])([CH3:26])[CH2:19][C:20](=[O:25])[C:21]([F:24])([F:23])[F:22])[CH:15]=[CH:16][CH:17]=1. The catalyst is C1COCC1.C(OCC)C. The product is [O:6]1[CH2:11][CH2:10][CH2:9][O:8][CH:7]1[C:12]1[CH:13]=[C:14]([C:18]([CH3:27])([CH3:26])[CH2:19][C:20]([C:21]([F:23])([F:24])[F:22])([OH:25])[CH2:4][C:3]#[CH:2])[CH:15]=[CH:16][CH:17]=1. The yield is 0.500. (4) The reactants are [H-].[Na+].[CH3:3][S:4]([NH2:7])(=[O:6])=[O:5].[Cl:8][C:9]1[CH:14]=[CH:13][C:12]([N:15]2[CH2:20][CH2:19][O:18][CH2:17][CH2:16]2)=[CH:11][C:10]=1[CH:21]1[CH2:30][C:29]([CH3:32])([CH3:31])[C:28]2[C:23](=[CH:24][CH:25]=[C:26]([C:33](O)=[O:34])[CH:27]=2)[NH:22]1.C(N1C=CN=C1)(N1C=CN=C1)=O. The catalyst is CN(C)C=O.O. The product is [Cl:8][C:9]1[CH:14]=[CH:13][C:12]([N:15]2[CH2:20][CH2:19][O:18][CH2:17][CH2:16]2)=[CH:11][C:10]=1[CH:21]1[CH2:30][C:29]([CH3:31])([CH3:32])[C:28]2[C:23](=[CH:24][CH:25]=[C:26]([C:33]([NH:7][S:4]([CH3:3])(=[O:6])=[O:5])=[O:34])[CH:27]=2)[NH:22]1. The yield is 0.170. (5) The reactants are [Cl:1][C:2]1[C:11]2[C:6](=[CH:7][CH:8]=[CH:9][CH:10]=2)[N:5]=[C:4]([C:12]([O:14]CC)=O)[N:3]=1.[F:17][C:18]1[CH:23]=[CH:22][C:21]([Mg]Br)=[CH:20][C:19]=1[O:26][CH3:27].CC1CCCO1.[Cl-].[NH4+]. The catalyst is C1COCC1. The product is [Cl:1][C:2]1[C:11]2[C:6](=[CH:7][CH:8]=[CH:9][CH:10]=2)[N:5]=[C:4]([C:12]([C:21]2[CH:22]=[CH:23][C:18]([F:17])=[C:19]([O:26][CH3:27])[CH:20]=2)=[O:14])[N:3]=1. The yield is 0.620. (6) The reactants are [CH2:1]([C:4]1[N:13]=[C:12]2[C:7]([C:8](O)=[CH:9][CH:10]=[N:11]2)=[CH:6][CH:5]=1)[CH2:2][CH3:3].O=P(Cl)(Cl)[Cl:17]. No catalyst specified. The product is [Cl:17][C:8]1[CH:9]=[CH:10][N:11]=[C:12]2[C:7]=1[CH:6]=[CH:5][C:4]([CH2:1][CH2:2][CH3:3])=[N:13]2. The yield is 0.860.